Task: Predict the product of the given reaction.. Dataset: Forward reaction prediction with 1.9M reactions from USPTO patents (1976-2016) (1) Given the reactants [CH3:1][O:2][C:3]([C:5]1[CH:6]=[C:7]2[C:11](=[CH:12][CH:13]=1)[CH2:10][N:9](CC1C=CC=CC=1)[CH2:8]2)=[O:4].C([O-])(O)=O.[Na+].[CH2:26]([O:33][C:34](Cl)=[O:35])[C:27]1[CH:32]=[CH:31][CH:30]=[CH:29][CH:28]=1.O, predict the reaction product. The product is: [CH3:1][O:2][C:3]([C:5]1[CH:6]=[C:7]2[C:11](=[CH:12][CH:13]=1)[CH2:10][N:9]([C:34]([O:33][CH2:26][C:27]1[CH:32]=[CH:31][CH:30]=[CH:29][CH:28]=1)=[O:35])[CH2:8]2)=[O:4]. (2) Given the reactants [CH3:1][O:2][C:3]1[CH:8]=[C:7]([CH3:9])[C:6]([S:10]([N:13]([CH3:35])[CH2:14][CH2:15][O:16][CH2:17][C:18]([N:20]([CH3:34])[C@@H:21]2[CH2:26][CH2:25][CH2:24][C@H:23]([N:27]3[CH2:32][CH2:31][N:30]([CH3:33])[CH2:29][CH2:28]3)[CH2:22]2)=[O:19])(=[O:12])=[O:11])=[C:5]([CH3:36])[CH:4]=1.[ClH:37].C(O)(C)C, predict the reaction product. The product is: [ClH:37].[ClH:37].[CH3:1][O:2][C:3]1[CH:8]=[C:7]([CH3:9])[C:6]([S:10]([N:13]([CH3:35])[CH2:14][CH2:15][O:16][CH2:17][C:18]([N:20]([CH3:34])[C@@H:21]2[CH2:26][CH2:25][CH2:24][C@H:23]([N:27]3[CH2:28][CH2:29][N:30]([CH3:33])[CH2:31][CH2:32]3)[CH2:22]2)=[O:19])(=[O:12])=[O:11])=[C:5]([CH3:36])[CH:4]=1. (3) The product is: [Br:15][C:16]1[CH:21]=[CH:20][C:19]([S:22]([NH:7][CH:4]2[CH2:5][CH2:6][O:1][CH2:2][CH2:3]2)(=[O:24])=[O:23])=[C:18]([CH3:26])[CH:17]=1. Given the reactants [O:1]1[CH2:6][CH2:5][CH:4]([NH2:7])[CH2:3][CH2:2]1.C(N(CC)CC)C.[Br:15][C:16]1[CH:21]=[CH:20][C:19]([S:22](Cl)(=[O:24])=[O:23])=[C:18]([CH3:26])[CH:17]=1.O, predict the reaction product.